This data is from Reaction yield outcomes from USPTO patents with 853,638 reactions. The task is: Predict the reaction yield, written as a fraction of the theoretical maximum amount of product (1.0 means a 100% yield; for example, 0.34 means a 34% yield). (1) The reactants are [Cl:1][C:2]1[CH:3]=[CH:4][C:5]([O:15][CH2:16][C:17]2[C:22]([F:23])=[CH:21][CH:20]=[CH:19][C:18]=2[F:24])=[C:6]([C:8](=O)[CH2:9][CH2:10][C:11](=O)[CH3:12])[CH:7]=1.[CH3:25][O:26][C:27](=[O:36])[C:28]1[CH:33]=[C:32]([OH:34])[CH:31]=[C:30]([NH2:35])[CH:29]=1.CC1C=CC(S(O)(=O)=O)=CC=1. The catalyst is C(#N)C.C(Cl)Cl. The product is [CH3:25][O:26][C:27](=[O:36])[C:28]1[CH:33]=[C:32]([OH:34])[CH:31]=[C:30]([N:35]2[C:11]([CH3:12])=[CH:10][CH:9]=[C:8]2[C:6]2[CH:7]=[C:2]([Cl:1])[CH:3]=[CH:4][C:5]=2[O:15][CH2:16][C:17]2[C:22]([F:23])=[CH:21][CH:20]=[CH:19][C:18]=2[F:24])[CH:29]=1. The yield is 0.330. (2) The reactants are [Si:1]([O:18][CH:19]1[CH2:22][CH:21](C(=O)C)[CH2:20]1)([C:14]([CH3:17])([CH3:16])[CH3:15])([C:8]1[CH:13]=[CH:12][CH:11]=[CH:10][CH:9]=1)[C:2]1[CH:7]=[CH:6][CH:5]=[CH:4][CH:3]=1.C(=O)(O)[O-].[Na+].ClC1C=CC=[C:34]([C:38]([O:40]O)=[O:39])C=1. The catalyst is ClCCl. The product is [C:38]([O:40][CH:21]1[CH2:20][CH:19]([O:18][Si:1]([C:14]([CH3:16])([CH3:17])[CH3:15])([C:8]2[CH:13]=[CH:12][CH:11]=[CH:10][CH:9]=2)[C:2]2[CH:3]=[CH:4][CH:5]=[CH:6][CH:7]=2)[CH2:22]1)(=[O:39])[CH3:34]. The yield is 0.400. (3) The reactants are [CH3:1][C:2]1[O:3][C:4]([CH3:10])=[CH:5][C:6]=1[C:7](Cl)=[O:8].[CH3:11][NH:12][CH3:13].O1CCOCC1. The catalyst is C1COCC1. The product is [CH3:11][N:12]([CH3:13])[C:7]([C:6]1[CH:5]=[C:4]([CH3:10])[O:3][C:2]=1[CH3:1])=[O:8]. The yield is 0.800.